This data is from Forward reaction prediction with 1.9M reactions from USPTO patents (1976-2016). The task is: Predict the product of the given reaction. Given the reactants [Si]([O:8][C:9]1[CH:14]=[C:13]([CH2:15][N:16]([CH:49]2[CH2:51][CH2:50]2)[C:17](=[O:48])[CH:18]([CH2:28][C:29]2[CH:34]=[CH:33][C:32]([O:35][CH2:36][CH2:37][O:38][C:39]3[C:44]([Cl:45])=[CH:43][C:42]([CH3:46])=[CH:41][C:40]=3[Cl:47])=[CH:31][CH:30]=2)[CH2:19][NH:20]C(=O)OC(C)(C)C)[CH:12]=[C:11]([CH2:52][CH2:53][CH2:54][O:55][CH3:56])[N:10]=1)(C(C)(C)C)(C)C.Cl, predict the reaction product. The product is: [NH2:20][CH2:19][CH:18]([CH2:28][C:29]1[CH:34]=[CH:33][C:32]([O:35][CH2:36][CH2:37][O:38][C:39]2[C:40]([Cl:47])=[CH:41][C:42]([CH3:46])=[CH:43][C:44]=2[Cl:45])=[CH:31][CH:30]=1)[C:17]([N:16]([CH:49]1[CH2:50][CH2:51]1)[CH2:15][C:13]1[CH:12]=[C:11]([CH2:52][CH2:53][CH2:54][O:55][CH3:56])[N:10]=[C:9]([OH:8])[CH:14]=1)=[O:48].